This data is from Catalyst prediction with 721,799 reactions and 888 catalyst types from USPTO. The task is: Predict which catalyst facilitates the given reaction. (1) Product: [Br:23][C:17]1[C:10]2[C:11](=[N:12][CH:13]=[CH:14][C:9]=2[O:8][C:7]2[C:6]([F:18])=[CH:5][C:4]([NH:19][C:20](=[O:22])[CH3:21])=[CH:3][C:2]=2[F:1])[NH:15][CH:16]=1. The catalyst class is: 676. Reactant: [F:1][C:2]1[CH:3]=[C:4]([NH:19][C:20](=[O:22])[CH3:21])[CH:5]=[C:6]([F:18])[C:7]=1[O:8][C:9]1[CH:14]=[CH:13][N:12]=[C:11]2[NH:15][CH:16]=[CH:17][C:10]=12.[Br:23]Br. (2) Reactant: [F:1][C:2]([F:26])([F:25])[CH:3]([C:16]1[CH:21]=[C:20]([Cl:22])[C:19]([Cl:23])=[C:18]([Cl:24])[CH:17]=1)/[CH:4]=[CH:5]/[C:6]1[CH:7]=[C:8]2[C:12](=[CH:13][CH:14]=1)[CH:11]([NH2:15])[CH2:10][CH2:9]2.[F:27][C:28]([F:34])([F:33])[CH2:29][C:30](O)=[O:31].CCN=C=NCCCN(C)C.Cl.C1C=CC2N(O)N=NC=2C=1.O.CCN(C(C)C)C(C)C. Product: [F:27][C:28]([F:34])([F:33])[CH2:29][C:30]([NH:15][CH:11]1[C:12]2[C:8](=[CH:7][C:6](/[CH:5]=[CH:4]/[CH:3]([C:16]3[CH:17]=[C:18]([Cl:24])[C:19]([Cl:23])=[C:20]([Cl:22])[CH:21]=3)[C:2]([F:1])([F:25])[F:26])=[CH:14][CH:13]=2)[CH2:9][CH2:10]1)=[O:31]. The catalyst class is: 2. (3) Reactant: [Cl:1][C:2]1[CH:12]=[CH:11][C:5]2[CH2:6][CH2:7][NH:8][CH2:9][CH2:10][C:4]=2[C:3]=1[CH2:13][S:14][C:15]1[NH:16][CH:17]=[CH:18][N:19]=1.[P:20](=[O:24])([OH:23])([OH:22])[OH:21]. Product: [OH2:21].[P:20]([OH:24])([OH:23])([OH:22])=[O:21].[Cl:1][C:2]1[CH:12]=[CH:11][C:5]2[CH2:6][CH2:7][NH:8][CH2:9][CH2:10][C:4]=2[C:3]=1[CH2:13][S:14][C:15]1[NH:19][CH:18]=[CH:17][N:16]=1. The catalyst class is: 40. (4) Reactant: Cl[C:2]1[N:3]([C@@H:24]([C:26]2[CH:31]=[CH:30][CH:29]=[CH:28][CH:27]=2)[CH3:25])[C:4]2[C:13]3[CH:12]=[C:11]([O:14][CH3:15])[C:10]([C:16]4[C:17]([CH3:22])=[N:18][O:19][C:20]=4[CH3:21])=[CH:9][C:8]=3[N:7]=[CH:6][C:5]=2[N:23]=1.[CH2:32]([CH2:34][NH2:35])[OH:33].O. Product: [CH3:22][C:17]1[C:16]([C:10]2[C:11]([O:14][CH3:15])=[CH:12][C:13]3[C:4]4[N:3]([C@@H:24]([C:26]5[CH:31]=[CH:30][CH:29]=[CH:28][CH:27]=5)[CH3:25])[C:2]([NH:35][CH2:34][CH2:32][OH:33])=[N:23][C:5]=4[CH:6]=[N:7][C:8]=3[CH:9]=2)=[C:20]([CH3:21])[O:19][N:18]=1. The catalyst class is: 37. (5) Reactant: [C:1]([O:5][C:6]([N:8]1[CH2:13][CH2:12][CH:11]([CH2:14][CH2:15]/[CH:16]=[CH:17]\[C:18]2[CH:23]=[CH:22][N:21]=[CH:20][CH:19]=2)[CH2:10][CH2:9]1)=[O:7])([CH3:4])([CH3:3])[CH3:2]. Product: [C:1]([O:5][C:6]([N:8]1[CH2:13][CH2:12][CH:11]([CH2:14][CH2:15][CH2:16][CH2:17][C:18]2[CH:23]=[CH:22][N:21]=[CH:20][CH:19]=2)[CH2:10][CH2:9]1)=[O:7])([CH3:4])([CH3:2])[CH3:3]. The catalyst class is: 99.